From a dataset of HIV replication inhibition screening data with 41,000+ compounds from the AIDS Antiviral Screen. Binary Classification. Given a drug SMILES string, predict its activity (active/inactive) in a high-throughput screening assay against a specified biological target. (1) The compound is Cc1ccc(-c2c(C#N)c(-c3ccc(C)cc3)n(NS(=O)(=O)c3ccccc3)c(=O)c2C#N)cc1. The result is 0 (inactive). (2) The drug is COc1ccc(C(C#N)=Cc2cccc([N+](=O)[O-])c2)cc1. The result is 0 (inactive).